The task is: Predict the product of the given reaction.. This data is from Forward reaction prediction with 1.9M reactions from USPTO patents (1976-2016). Given the reactants [F:1][C:2]1[CH:23]=[CH:22][C:5]([O:6][C:7]2[CH:8]=[C:9]([CH:13]=[C:14]([O:16][C@@H:17]([CH3:21])[CH2:18][O:19][CH3:20])[CH:15]=2)[C:10]([OH:12])=O)=[CH:4][CH:3]=1.[CH2:24]([O:26][C:27](=[O:36])[CH2:28][S:29][C:30]1[S:34][C:33]([NH2:35])=[N:32][CH:31]=1)[CH3:25], predict the reaction product. The product is: [CH2:24]([O:26][C:27](=[O:36])[CH2:28][S:29][C:30]1[S:34][C:33]([NH:35][C:10](=[O:12])[C:9]2[CH:13]=[C:14]([O:16][C@@H:17]([CH3:21])[CH2:18][O:19][CH3:20])[CH:15]=[C:7]([O:6][C:5]3[CH:4]=[CH:3][C:2]([F:1])=[CH:23][CH:22]=3)[CH:8]=2)=[N:32][CH:31]=1)[CH3:25].